From a dataset of NCI-60 drug combinations with 297,098 pairs across 59 cell lines. Regression. Given two drug SMILES strings and cell line genomic features, predict the synergy score measuring deviation from expected non-interaction effect. (1) Drug 1: CC12CCC3C(C1CCC2=O)CC(=C)C4=CC(=O)C=CC34C. Drug 2: CC1=C(C(=CC=C1)Cl)NC(=O)C2=CN=C(S2)NC3=CC(=NC(=N3)C)N4CCN(CC4)CCO. Cell line: MALME-3M. Synergy scores: CSS=44.5, Synergy_ZIP=3.05, Synergy_Bliss=0.666, Synergy_Loewe=-3.91, Synergy_HSA=-4.38. (2) Drug 1: CN1C2=C(C=C(C=C2)N(CCCl)CCCl)N=C1CCCC(=O)O.Cl. Drug 2: C(CCl)NC(=O)N(CCCl)N=O. Cell line: MDA-MB-435. Synergy scores: CSS=-1.65, Synergy_ZIP=-0.946, Synergy_Bliss=-3.17, Synergy_Loewe=-3.61, Synergy_HSA=-2.91. (3) Drug 1: C1CCN(CC1)CCOC2=CC=C(C=C2)C(=O)C3=C(SC4=C3C=CC(=C4)O)C5=CC=C(C=C5)O. Drug 2: C#CCC(CC1=CN=C2C(=N1)C(=NC(=N2)N)N)C3=CC=C(C=C3)C(=O)NC(CCC(=O)O)C(=O)O. Cell line: A549. Synergy scores: CSS=-5.43, Synergy_ZIP=0.815, Synergy_Bliss=-2.95, Synergy_Loewe=-2.81, Synergy_HSA=-6.02. (4) Drug 1: C1=C(C(=O)NC(=O)N1)F. Drug 2: CC1=C(N=C(N=C1N)C(CC(=O)N)NCC(C(=O)N)N)C(=O)NC(C(C2=CN=CN2)OC3C(C(C(C(O3)CO)O)O)OC4C(C(C(C(O4)CO)O)OC(=O)N)O)C(=O)NC(C)C(C(C)C(=O)NC(C(C)O)C(=O)NCCC5=NC(=CS5)C6=NC(=CS6)C(=O)NCCC[S+](C)C)O. Cell line: SK-MEL-28. Synergy scores: CSS=32.5, Synergy_ZIP=2.91, Synergy_Bliss=2.78, Synergy_Loewe=2.00, Synergy_HSA=2.26. (5) Drug 1: C1=NC2=C(N=C(N=C2N1C3C(C(C(O3)CO)O)F)Cl)N. Drug 2: CC1=C2C(C(=O)C3(C(CC4C(C3C(C(C2(C)C)(CC1OC(=O)C(C(C5=CC=CC=C5)NC(=O)OC(C)(C)C)O)O)OC(=O)C6=CC=CC=C6)(CO4)OC(=O)C)O)C)O. Cell line: NCI-H522. Synergy scores: CSS=-1.37, Synergy_ZIP=-4.33, Synergy_Bliss=-1.82, Synergy_Loewe=-7.97, Synergy_HSA=-4.37. (6) Drug 1: CN(C)C1=NC(=NC(=N1)N(C)C)N(C)C. Drug 2: C#CCC(CC1=CN=C2C(=N1)C(=NC(=N2)N)N)C3=CC=C(C=C3)C(=O)NC(CCC(=O)O)C(=O)O. Cell line: HCT116. Synergy scores: CSS=1.01, Synergy_ZIP=-7.38, Synergy_Bliss=-16.0, Synergy_Loewe=-46.1, Synergy_HSA=-16.8. (7) Drug 1: CCC1(CC2CC(C3=C(CCN(C2)C1)C4=CC=CC=C4N3)(C5=C(C=C6C(=C5)C78CCN9C7C(C=CC9)(C(C(C8N6C=O)(C(=O)OC)O)OC(=O)C)CC)OC)C(=O)OC)O.OS(=O)(=O)O. Drug 2: CC1CCC2CC(C(=CC=CC=CC(CC(C(=O)C(C(C(=CC(C(=O)CC(OC(=O)C3CCCCN3C(=O)C(=O)C1(O2)O)C(C)CC4CCC(C(C4)OC)O)C)C)O)OC)C)C)C)OC. Cell line: SR. Synergy scores: CSS=25.8, Synergy_ZIP=6.00, Synergy_Bliss=7.58, Synergy_Loewe=-13.9, Synergy_HSA=2.11.